From a dataset of Reaction yield outcomes from USPTO patents with 853,638 reactions. Predict the reaction yield, written as a fraction of the theoretical maximum amount of product (1.0 means a 100% yield; for example, 0.34 means a 34% yield). The reactants are [NH2:1][C:2]1[CH:7]=[CH:6][C:5]([Cl:8])=[CH:4][C:3]=1[C:9](=[O:12])[CH2:10][CH3:11].[O:13](S(C(F)(F)F)(=O)=O)[S:14]([C:17]([F:20])([F:19])[F:18])(=O)=[O:15]. The catalyst is C(Cl)Cl. The product is [Cl:8][C:5]1[CH:6]=[CH:7][C:2]([NH:1][S:14]([C:17]([F:20])([F:19])[F:18])(=[O:15])=[O:13])=[C:3]([C:9](=[O:12])[CH2:10][CH3:11])[CH:4]=1. The yield is 0.860.